Predict the reactants needed to synthesize the given product. From a dataset of Full USPTO retrosynthesis dataset with 1.9M reactions from patents (1976-2016). Given the product [C:21]([C:8]1([C:3]2[CH:4]=[CH:5][CH:6]=[CH:7][C:2]=2/[CH:57]=[CH:56]/[C:55]([O:54][CH2:52][CH3:53])=[O:58])[CH2:13][CH2:12][N:11]([C:14]([O:16][C:17]([CH3:20])([CH3:19])[CH3:18])=[O:15])[CH2:10][CH2:9]1)#[N:22], predict the reactants needed to synthesize it. The reactants are: Br[C:2]1[CH:7]=[CH:6][CH:5]=[CH:4][C:3]=1[C:8]1([C:21]#[N:22])[CH2:13][CH2:12][N:11]([C:14]([O:16][C:17]([CH3:20])([CH3:19])[CH3:18])=[O:15])[CH2:10][CH2:9]1.C1(C)C=CC=CC=1P(C1C=CC=CC=1C)C1C=CC=CC=1C.CCN(CC)CC.[CH2:52]([O:54][C:55](=[O:58])[CH:56]=[CH2:57])[CH3:53].